This data is from Forward reaction prediction with 1.9M reactions from USPTO patents (1976-2016). The task is: Predict the product of the given reaction. (1) The product is: [CH2:8]([Si:3]([CH2:6][CH3:7])([CH2:4][CH3:5])[C:1]#[C:2][CH2:27][C@@H:28]([CH3:37])[CH2:29][O:30][CH:31]1[CH2:36][CH2:35][CH2:34][CH2:33][O:32]1)[CH3:9]. Given the reactants [CH2:1]([Si:3]([C:8]#[CH:9])([CH2:6][CH3:7])[CH2:4][CH3:5])[CH3:2].C([Li])CCC.CN(C)P(=O)(N(C)C)N(C)C.Br[CH2:27][C@@H:28]([CH3:37])[CH2:29][O:30][CH:31]1[CH2:36][CH2:35][CH2:34][CH2:33][O:32]1.[Cl-].[NH4+], predict the reaction product. (2) Given the reactants [CH3:1][O:2][C:3]1[CH:4]=[C:5]([CH:11]2[CH2:16][CH2:15][CH2:14][NH:13][CH2:12]2)[CH:6]=[C:7]([O:9][CH3:10])[CH:8]=1.[F:17][C:18]([F:23])([F:22])[C@@H:19]1[CH2:21][O:20]1, predict the reaction product. The product is: [CH3:1][O:2][C:3]1[CH:4]=[C:5]([CH:11]2[CH2:16][CH2:15][CH2:14][N:13]([CH2:21][C@H:19]([OH:20])[C:18]([F:23])([F:22])[F:17])[CH2:12]2)[CH:6]=[C:7]([O:9][CH3:10])[CH:8]=1.